Dataset: Catalyst prediction with 721,799 reactions and 888 catalyst types from USPTO. Task: Predict which catalyst facilitates the given reaction. (1) Reactant: C[O:2][C:3](=[O:23])[CH:4]([N:11]1[C:19]2[C:14](=[CH:15][C:16]([Br:20])=[CH:17][CH:18]=2)[C:13](=[O:21])[C:12]1=[O:22])[CH2:5][CH:6]1[CH2:10][CH2:9][CH2:8][CH2:7]1.O.[OH-].[Li+]. Product: [Br:20][C:16]1[CH:15]=[C:14]2[C:19](=[CH:18][CH:17]=1)[N:11]([CH:4]([CH2:5][CH:6]1[CH2:7][CH2:8][CH2:9][CH2:10]1)[C:3]([OH:23])=[O:2])[C:12](=[O:22])[C:13]2=[O:21]. The catalyst class is: 30. (2) Product: [Cl:10][C:8]1[CH:9]=[C:4]2[C:5](=[CH:6][N:7]=1)[N:11]=[CH:24][CH:2]=[C:1]2[OH:3]. Reactant: [C:1]([C:4]1[CH:9]=[C:8]([Cl:10])[N:7]=[CH:6][C:5]=1[NH:11]S(C1C=CC([N+]([O-])=O)=CC=1)(=O)=O)(=[O:3])[CH3:2].[CH3:24]CN(C(C)C)C(C)C.C1(S)C=CC=CC=1. The catalyst class is: 3. (3) Reactant: [CH:1]([C:4]1[N:5]=[C:6]([CH2:9][CH2:10][C:11]2[CH:46]=[CH:45][N:14]3[C:15](=[O:44])[C:16](/[CH:25]=[CH:26]/[C:27]([NH:29][S:30]([CH2:33][CH2:34][CH2:35][NH:36]C(OC(C)(C)C)=O)(=[O:32])=[O:31])=[O:28])=[C:17]([N:19]4[CH2:24][CH2:23][O:22][CH2:21][CH2:20]4)[N:18]=[C:13]3[CH:12]=2)[S:7][CH:8]=1)([CH3:3])[CH3:2]. Product: [CH:1]([C:4]1[N:5]=[C:6]([CH2:9][CH2:10][C:11]2[CH:46]=[CH:45][N:14]3[C:15](=[O:44])[C:16](/[CH:25]=[CH:26]/[C:27]([NH:29][S:30]([CH2:33][CH2:34][CH2:35][NH2:36])(=[O:32])=[O:31])=[O:28])=[C:17]([N:19]4[CH2:20][CH2:21][O:22][CH2:23][CH2:24]4)[N:18]=[C:13]3[CH:12]=2)[S:7][CH:8]=1)([CH3:3])[CH3:2]. The catalyst class is: 55.